From a dataset of Forward reaction prediction with 1.9M reactions from USPTO patents (1976-2016). Predict the product of the given reaction. (1) Given the reactants [Cl:1][C:2]1[CH:3]=[C:4]([NH:12][C:13]([C:15]2[CH:19]=[C:18]([C:20]3[CH:25]=[CH:24][C:23]([O:26][CH2:27][C@H:28]4[CH2:32][O:31]C(C)(C)[O:29]4)=[CH:22][CH:21]=3)[O:17][N:16]=2)=[O:14])[CH:5]=[CH:6][C:7]=1[O:8][CH:9]([CH3:11])[CH3:10].O.C1(C)C=CC(S(O)(=O)=O)=CC=1, predict the reaction product. The product is: [Cl:1][C:2]1[CH:3]=[C:4]([NH:12][C:13]([C:15]2[CH:19]=[C:18]([C:20]3[CH:25]=[CH:24][C:23]([O:26][CH2:27][C@H:28]([OH:29])[CH2:32][OH:31])=[CH:22][CH:21]=3)[O:17][N:16]=2)=[O:14])[CH:5]=[CH:6][C:7]=1[O:8][CH:9]([CH3:10])[CH3:11]. (2) Given the reactants [CH:1]1([C:6]([N:8]2[CH2:13][CH:12]([C:14]3[CH:19]=[CH:18][C:17]([CH2:20][CH3:21])=[CH:16][CH:15]=3)[CH2:11][CH:10]([C:22](O)=[O:23])[CH2:9]2)=[O:7])[CH2:5][CH2:4][CH2:3][CH2:2]1.[F:25][C:26]1[CH:27]=[C:28]([C:32](=[NH:35])[NH:33]O)[CH:29]=[CH:30][CH:31]=1, predict the reaction product. The product is: [CH:1]1([C:6]([N:8]2[CH2:9][CH:10]([C:22]3[O:23][N:35]=[C:32]([C:28]4[CH:29]=[CH:30][CH:31]=[C:26]([F:25])[CH:27]=4)[N:33]=3)[CH2:11][CH:12]([C:14]3[CH:19]=[CH:18][C:17]([CH2:20][CH3:21])=[CH:16][CH:15]=3)[CH2:13]2)=[O:7])[CH2:5][CH2:4][CH2:3][CH2:2]1.